This data is from Forward reaction prediction with 1.9M reactions from USPTO patents (1976-2016). The task is: Predict the product of the given reaction. (1) Given the reactants [CH3:1][N:2]1[C:10]2[C:5](=[CH:6][CH:7]=[CH:8][CH:9]=2)[C:4]([C:11](Cl)=[O:12])=[CH:3]1.[NH2:14][C:15]1[C:16]([Cl:27])=[N:17][C:18]([CH2:21][C:22]([O:24][CH2:25][CH3:26])=[O:23])=[CH:19][CH:20]=1.C(N(CC)CC)C.O, predict the reaction product. The product is: [Cl:27][C:16]1[C:15]([NH:14][C:11]([C:4]2[C:5]3[C:10](=[CH:9][CH:8]=[CH:7][CH:6]=3)[N:2]([CH3:1])[CH:3]=2)=[O:12])=[CH:20][CH:19]=[C:18]([CH2:21][C:22]([O:24][CH2:25][CH3:26])=[O:23])[N:17]=1. (2) Given the reactants C(OC([N:8]([CH2:21][CH:22]1[CH2:27][CH2:26][N:25]([C:28]2[C:36]([F:37])=[CH:35][C:31]([C:32]([OH:34])=[O:33])=[CH:30][N:29]=2)[CH2:24][CH:23]1[C:38]1[CH:43]=[CH:42][CH:41]=[CH:40][CH:39]=1)[C@@H:9]([C:11]1[C:20]2[C:15](=[CH:16][CH:17]=[CH:18][CH:19]=2)[CH:14]=[CH:13][CH:12]=1)[CH3:10])=O)(C)(C)C.[ClH:44].O1CCOCC1, predict the reaction product. The product is: [ClH:44].[F:37][C:36]1[C:28]([N:25]2[CH2:26][CH2:27][CH:22]([CH2:21][NH:8][C@@H:9]([C:11]3[C:20]4[C:15](=[CH:16][CH:17]=[CH:18][CH:19]=4)[CH:14]=[CH:13][CH:12]=3)[CH3:10])[CH:23]([C:38]3[CH:43]=[CH:42][CH:41]=[CH:40][CH:39]=3)[CH2:24]2)=[N:29][CH:30]=[C:31]([CH:35]=1)[C:32]([OH:34])=[O:33].